From a dataset of Retrosynthesis with 50K atom-mapped reactions and 10 reaction types from USPTO. Predict the reactants needed to synthesize the given product. (1) Given the product O=C(O)c1cc(Br)co1, predict the reactants needed to synthesize it. The reactants are: O=C(O)c1cc(Br)c(Br)o1. (2) The reactants are: CC(C)(C)OC(=O)N1CC2CNCC2C1.O=C(O)[C@@H]1C[C@@H]1F. Given the product CC(C)(C)OC(=O)N1CC2CN(C(=O)C3CC3F)CC2C1, predict the reactants needed to synthesize it. (3) Given the product O=C1OCCN1c1ccc2nc(Nc3cc(Cc4ccccc4)nc(N[C@H]4CC[C@H](O)CC4)n3)sc2n1, predict the reactants needed to synthesize it. The reactants are: O=C1NCCO1.O[C@H]1CC[C@H](Nc2nc(Cc3ccccc3)cc(Nc3nc4ccc(Cl)nc4s3)n2)CC1. (4) Given the product CS(=O)(=O)c1ccc(Oc2cc(F)cc(C#N)c2)cc1, predict the reactants needed to synthesize it. The reactants are: CS(=O)(=O)c1ccc(O)cc1.N#Cc1cc(F)cc(F)c1. (5) Given the product O=C(Nc1ccccc1)[C@@H]1CCCN1, predict the reactants needed to synthesize it. The reactants are: CC(C)(C)OC(=O)N1CCC[C@H]1C(=O)Nc1ccccc1. (6) Given the product Cc1nccnc1-c1ccc(N)c(Cl)c1, predict the reactants needed to synthesize it. The reactants are: Cc1nccnc1-c1ccc(NC(=O)OC(C)(C)C)c(Cl)c1. (7) Given the product Fc1ccc(-c2cc3c(cc2Br)OCO3)cc1, predict the reactants needed to synthesize it. The reactants are: Brc1cc2c(cc1Br)OCO2.OB(O)c1ccc(F)cc1. (8) Given the product CN1C(=O)N(c2cccnc2)CC1C(=O)O, predict the reactants needed to synthesize it. The reactants are: COC(=O)C1CN(c2cccnc2)C(=O)N1C. (9) Given the product Cc1cccnc1CN(CCCCNC(=O)OC(C)(C)C)C(C)c1nccn1C, predict the reactants needed to synthesize it. The reactants are: CC(NCCCCNC(=O)OC(C)(C)C)c1nccn1C.Cc1cccnc1C=O. (10) Given the product O=C(Nc1ccc(C(=O)N2Cc3ccccc3Nc3ccccc32)cn1)c1ccccc1-c1ccccc1, predict the reactants needed to synthesize it. The reactants are: O=C(Cl)c1ccc(NC(=O)c2ccccc2-c2ccccc2)nc1.c1ccc2c(c1)CNc1ccccc1N2.